From a dataset of Experimentally validated miRNA-target interactions with 360,000+ pairs, plus equal number of negative samples. Binary Classification. Given a miRNA mature sequence and a target amino acid sequence, predict their likelihood of interaction. Result: 0 (no interaction). The miRNA is hsa-miR-493-3p with sequence UGAAGGUCUACUGUGUGCCAGG. The protein sequence of the target gene is MAAKQPPPLMKKHSQTDLVSRLKTRKILGVGGEDDDGEVHRSKISQVLGNEIKFTIREPLGLRVWQFVSAVLFSGIAIMALAFPDQLYDAVFDGAQVTSKTPIRLYGGALLSISLIMWNALYTAEKVIIRWTLLTEACYFGVQFLVVTATLAETGLMSLGILLLLVSRLLFVVISIYYYYQVGRRPKKA.